This data is from NCI-60 drug combinations with 297,098 pairs across 59 cell lines. The task is: Regression. Given two drug SMILES strings and cell line genomic features, predict the synergy score measuring deviation from expected non-interaction effect. (1) Drug 2: C1=NNC2=C1C(=O)NC=N2. Synergy scores: CSS=7.38, Synergy_ZIP=-2.82, Synergy_Bliss=5.48, Synergy_Loewe=-18.2, Synergy_HSA=2.03. Drug 1: CC1C(C(CC(O1)OC2CC(CC3=C2C(=C4C(=C3O)C(=O)C5=C(C4=O)C(=CC=C5)OC)O)(C(=O)C)O)N)O.Cl. Cell line: MDA-MB-231. (2) Drug 1: C1=CC=C(C=C1)NC(=O)CCCCCCC(=O)NO. Drug 2: C1=NNC2=C1C(=O)NC=N2. Cell line: NCI/ADR-RES. Synergy scores: CSS=16.1, Synergy_ZIP=0.000845, Synergy_Bliss=0.851, Synergy_Loewe=-37.0, Synergy_HSA=-0.551. (3) Drug 1: C(=O)(N)NO. Drug 2: CCN(CC)CCCC(C)NC1=C2C=C(C=CC2=NC3=C1C=CC(=C3)Cl)OC. Cell line: SW-620. Synergy scores: CSS=32.3, Synergy_ZIP=-3.70, Synergy_Bliss=3.05, Synergy_Loewe=3.21, Synergy_HSA=3.72. (4) Drug 1: C1CCC(C1)C(CC#N)N2C=C(C=N2)C3=C4C=CNC4=NC=N3. Drug 2: C1=CN(C=N1)CC(O)(P(=O)(O)O)P(=O)(O)O. Cell line: HT29. Synergy scores: CSS=-0.398, Synergy_ZIP=3.99, Synergy_Bliss=4.18, Synergy_Loewe=0.725, Synergy_HSA=-1.26. (5) Drug 1: C1C(C(OC1N2C=NC3=C(N=C(N=C32)Cl)N)CO)O. Drug 2: CCCCC(=O)OCC(=O)C1(CC(C2=C(C1)C(=C3C(=C2O)C(=O)C4=C(C3=O)C=CC=C4OC)O)OC5CC(C(C(O5)C)O)NC(=O)C(F)(F)F)O. Cell line: NCIH23. Synergy scores: CSS=54.1, Synergy_ZIP=1.69, Synergy_Bliss=1.17, Synergy_Loewe=-15.0, Synergy_HSA=1.89. (6) Drug 1: CC1=CC2C(CCC3(C2CCC3(C(=O)C)OC(=O)C)C)C4(C1=CC(=O)CC4)C. Drug 2: CN1C2=C(C=C(C=C2)N(CCCl)CCCl)N=C1CCCC(=O)O.Cl. Cell line: UACC62. Synergy scores: CSS=0.565, Synergy_ZIP=-0.470, Synergy_Bliss=-3.67, Synergy_Loewe=-5.02, Synergy_HSA=-3.89. (7) Drug 1: CC12CCC3C(C1CCC2=O)CC(=C)C4=CC(=O)C=CC34C. Drug 2: C1CN(CCN1C(=O)CCBr)C(=O)CCBr. Cell line: OVCAR-5. Synergy scores: CSS=42.5, Synergy_ZIP=-2.76, Synergy_Bliss=-1.95, Synergy_Loewe=-1.42, Synergy_HSA=-1.60. (8) Drug 1: C1=CC(=CC=C1CC(C(=O)O)N)N(CCCl)CCCl.Cl. Drug 2: C1C(C(OC1N2C=NC3=C2NC=NCC3O)CO)O. Cell line: SNB-19. Synergy scores: CSS=5.87, Synergy_ZIP=-3.43, Synergy_Bliss=-1.81, Synergy_Loewe=-5.29, Synergy_HSA=-5.27.